From a dataset of Full USPTO retrosynthesis dataset with 1.9M reactions from patents (1976-2016). Predict the reactants needed to synthesize the given product. (1) Given the product [CH3:21][O:22][C:23]1[CH:24]=[C:25]([CH2:30][C:31]([OH:33])=[O:32])[CH:26]=[CH:27][C:28]=1[O:29][C:8]1[C:9]([N+:18]([O-:20])=[O:19])=[C:10]2[C:15](=[CH:16][CH:17]=1)[N:14]=[CH:13][CH:12]=[CH:11]2, predict the reactants needed to synthesize it. The reactants are: C([O-])([O-])=O.[Cs+].[Cs+].Cl[C:8]1[C:9]([N+:18]([O-:20])=[O:19])=[C:10]2[C:15](=[CH:16][CH:17]=1)[N:14]=[CH:13][CH:12]=[CH:11]2.[CH3:21][O:22][C:23]1[CH:24]=[C:25]([CH2:30][C:31]([OH:33])=[O:32])[CH:26]=[CH:27][C:28]=1[OH:29].Cl. (2) Given the product [CH3:3][O:4][C:5]1[C:6]([O:27][CH3:28])=[CH:7][C:8]2[S:12][C:11](/[CH:13]=[CH:14]/[CH:15]=[CH:16]/[C:17]3[CH:22]=[CH:21][C:20]([NH2:23])=[CH:19][CH:18]=3)=[N:10][C:9]=2[CH:26]=1, predict the reactants needed to synthesize it. The reactants are: [Cl-].[NH4+].[CH3:3][O:4][C:5]1[C:6]([O:27][CH3:28])=[CH:7][C:8]2[S:12][C:11](/[CH:13]=[CH:14]/[CH:15]=[CH:16]/[C:17]3[CH:22]=[CH:21][C:20]([N+:23]([O-])=O)=[CH:19][CH:18]=3)=[N:10][C:9]=2[CH:26]=1. (3) Given the product [CH3:17][S:18]([N:2]1[C:1](=[O:14])[C:9]2[C:8]3[CH:10]=[CH:11][CH2:12][O:13][C:7]=3[CH:6]=[CH:5][C:4]=2[CH2:3]1)(=[O:20])=[O:19], predict the reactants needed to synthesize it. The reactants are: [C:1]1(=[O:14])[C:9]2[C:8]3[CH:10]=[CH:11][CH2:12][O:13][C:7]=3[CH:6]=[CH:5][C:4]=2[CH2:3][NH:2]1.[H-].[Na+].[CH3:17][S:18](Cl)(=[O:20])=[O:19]. (4) Given the product [CH3:37][C:26]1[CH:25]=[C:24]([S:23][CH2:2][CH2:3][CH:4]([C:9]2[S:10][C:11]3[CH:18]=[CH:17][C:16]([C:19]([F:22])([F:21])[F:20])=[CH:15][C:12]=3[C:13]=2[CH3:14])[CH2:5][CH2:6][CH2:7][CH3:8])[CH:29]=[CH:28][C:27]=1[O:30][CH2:31][C:32]([O:34][CH2:35][CH3:36])=[O:33], predict the reactants needed to synthesize it. The reactants are: Br[CH2:2][CH2:3][CH:4]([C:9]1[S:10][C:11]2[CH:18]=[CH:17][C:16]([C:19]([F:22])([F:21])[F:20])=[CH:15][C:12]=2[C:13]=1[CH3:14])[CH2:5][CH2:6][CH2:7][CH3:8].[SH:23][C:24]1[CH:29]=[CH:28][C:27]([O:30][CH2:31][C:32]([O:34][CH2:35][CH3:36])=[O:33])=[C:26]([CH3:37])[CH:25]=1.C(=O)([O-])[O-].[K+].[K+]. (5) Given the product [K+:2].[NH2:13][C:12]1[C:11]([C:14](=[O:16])[NH2:15])=[N:10][N:9]([C:17]2[CH:22]=[CH:21][CH:20]=[C:19]([Cl:23])[C:18]=2[F:24])[C:8]=1[C:6]([O-:7])=[O:5], predict the reactants needed to synthesize it. The reactants are: [OH-].[K+:2].C([O:5][C:6]([C:8]1[N:9]([C:17]2[CH:22]=[CH:21][CH:20]=[C:19]([Cl:23])[C:18]=2[F:24])[N:10]=[C:11]([C:14](=[O:16])[NH2:15])[C:12]=1[NH2:13])=[O:7])C.